Dataset: Full USPTO retrosynthesis dataset with 1.9M reactions from patents (1976-2016). Task: Predict the reactants needed to synthesize the given product. Given the product [NH:1]1[C:9]2[C:4](=[CH:5][CH:6]=[C:7]([CH2:10][NH:15][C:31](=[O:32])[C:30]([F:37])([F:36])[F:29])[CH:8]=2)[CH2:3][CH2:2]1, predict the reactants needed to synthesize it. The reactants are: [NH:1]1[C:9]2[C:4](=[CH:5][CH:6]=[C:7]([C:10](O)=O)[CH:8]=2)[CH:3]=[CH:2]1.CC[N:15]=C=NCCCN(C)C.C(=O)([O-])O.[Na+].[F:29][C:30]([F:37])([F:36])[C:31](OCC)=[O:32].